The task is: Predict the reactants needed to synthesize the given product.. This data is from Full USPTO retrosynthesis dataset with 1.9M reactions from patents (1976-2016). (1) Given the product [NH2:1][CH2:4][CH2:5][O:6][C:7]1[CH:12]=[CH:11][C:10]([CH2:13][CH:14]([CH2:20][CH2:21][CH2:22][CH3:23])[C:15]([O:17][CH2:18][CH3:19])=[O:16])=[CH:9][CH:8]=1, predict the reactants needed to synthesize it. The reactants are: [N:1]([CH2:4][CH2:5][O:6][C:7]1[CH:12]=[CH:11][C:10]([CH2:13][CH:14]([CH2:20][CH2:21][CH2:22][CH3:23])[C:15]([O:17][CH2:18][CH3:19])=[O:16])=[CH:9][CH:8]=1)=[N+]=[N-]. (2) Given the product [F:28][C:29]1[CH:30]=[C:31]([NH:32][C:2]2[N:7]=[C:6]3[N:8]([CH:11]4[CH2:16][CH2:15][CH2:14][CH2:13][O:12]4)[N:9]=[CH:10][C:5]3=[C:4]([C:17]3[CH:18]=[C:19]([NH:23][C:24](=[O:27])[CH:25]=[CH2:26])[CH:20]=[CH:21][CH:22]=3)[N:3]=2)[CH:33]=[CH:34][C:35]=1[N:36]1[CH2:37][CH2:38][O:39][CH2:40][CH2:41]1, predict the reactants needed to synthesize it. The reactants are: Cl[C:2]1[N:7]=[C:6]2[N:8]([CH:11]3[CH2:16][CH2:15][CH2:14][CH2:13][O:12]3)[N:9]=[CH:10][C:5]2=[C:4]([C:17]2[CH:18]=[C:19]([NH:23][C:24](=[O:27])[CH:25]=[CH2:26])[CH:20]=[CH:21][CH:22]=2)[N:3]=1.[F:28][C:29]1[CH:30]=[C:31]([CH:33]=[CH:34][C:35]=1[N:36]1[CH2:41][CH2:40][O:39][CH2:38][CH2:37]1)[NH2:32].C([O-])([O-])=O.[Cs+].[Cs+].CC1(C)C2C(=C(P(C3C=CC=CC=3)C3C=CC=CC=3)C=CC=2)OC2C(P(C3C=CC=CC=3)C3C=CC=CC=3)=CC=CC1=2. (3) Given the product [C:4]1([CH:3]=[CH:2][C:1]([Cl:14])=[O:11])[CH:9]=[CH:8][CH:7]=[CH:6][CH:5]=1, predict the reactants needed to synthesize it. The reactants are: [C:1]([OH:11])(=O)[CH:2]=[CH:3][C:4]1[CH:9]=[CH:8][CH:7]=[CH:6][CH:5]=1.S(Cl)([Cl:14])=O. (4) Given the product [C:1]([N:4]1[C:13]2[C:8](=[CH:9][C:10]([CH2:14][CH3:15])=[CH:11][CH:12]=2)[C:7]([C:8]2[CH:13]=[CH:12][CH:11]=[CH:10][CH:9]=2)([CH3:16])[CH2:6][C:5]1([CH3:17])[CH3:18])(=[O:3])[CH3:2], predict the reactants needed to synthesize it. The reactants are: [C:1]([N:4]1[C:13]2[C:8](=[CH:9][C:10]([CH2:14][CH3:15])=[CH:11][CH:12]=2)[CH:7]([CH3:16])[CH2:6][C:5]1([CH3:18])[CH3:17])(=[O:3])[CH3:2].[Al+3].[Cl-].[Cl-].[Cl-].